From a dataset of Forward reaction prediction with 1.9M reactions from USPTO patents (1976-2016). Predict the product of the given reaction. (1) Given the reactants [CH3:1][O:2][C:3]1[CH:51]=[CH:50][CH:49]=[CH:48][C:4]=1[CH2:5][N:6]1[CH:10]=[CH:9][C:8]([C:11]2[C:19]3[C:18]([NH:20][C@H:21]([C:23]4[N:28]([C:29]5[CH:34]=[CH:33][CH:32]=[CH:31][CH:30]=5)[C:27](=[O:35])[C:26]5=[C:36]([CH3:39])[CH:37]=[CH:38][N:25]5[N:24]=4)[CH3:22])=[N:17][CH:16]=[N:15][C:14]=3[N:13](COCC[Si](C)(C)C)[CH:12]=2)=[N:7]1.FC(F)(F)C(O)=O.N, predict the reaction product. The product is: [CH3:1][O:2][C:3]1[CH:51]=[CH:50][CH:49]=[CH:48][C:4]=1[CH2:5][N:6]1[CH:10]=[CH:9][C:8]([C:11]2[C:19]3[C:18]([NH:20][C@H:21]([C:23]4[N:28]([C:29]5[CH:34]=[CH:33][CH:32]=[CH:31][CH:30]=5)[C:27](=[O:35])[C:26]5=[C:36]([CH3:39])[CH:37]=[CH:38][N:25]5[N:24]=4)[CH3:22])=[N:17][CH:16]=[N:15][C:14]=3[NH:13][CH:12]=2)=[N:7]1. (2) Given the reactants Br[C:2]1[C:3]([NH2:22])=[N:4][CH:5]=[C:6]([C:8]2[CH:13]=[CH:12][C:11]([O:14][Si:15]([C:18]([CH3:21])([CH3:20])[CH3:19])([CH3:17])[CH3:16])=[CH:10][CH:9]=2)[N:7]=1.[C:23]1(B(O)O)[C:32]2[C:27](=[CH:28][CH:29]=[CH:30][CH:31]=2)[CH:26]=[CH:25][CH:24]=1.C([O-])([O-])=O.[Na+].[Na+].O, predict the reaction product. The product is: [Si:15]([O:14][C:11]1[CH:12]=[CH:13][C:8]([C:6]2[N:7]=[C:2]([C:31]3[C:32]4[C:27](=[CH:26][CH:25]=[CH:24][CH:23]=4)[CH:28]=[CH:29][CH:30]=3)[C:3]([NH2:22])=[N:4][CH:5]=2)=[CH:9][CH:10]=1)([C:18]([CH3:21])([CH3:20])[CH3:19])([CH3:17])[CH3:16]. (3) The product is: [Br:1][C:2]1[CH:3]=[CH:4][C:5]([C:8]2[O:12][N:11]=[C:10]([CH3:13])[C:9]=2[NH:14][CH:25]([CH3:26])[CH2:24][CH2:23][C:19]2[CH:20]=[CH:21][CH:22]=[C:17]([C:16]([F:15])([F:28])[F:29])[CH:18]=2)=[CH:6][CH:7]=1. Given the reactants [Br:1][C:2]1[CH:7]=[CH:6][C:5]([C:8]2[O:12][N:11]=[C:10]([CH3:13])[C:9]=2[NH2:14])=[CH:4][CH:3]=1.[F:15][C:16]([F:29])([F:28])[C:17]1[CH:18]=[C:19]([CH2:23][CH2:24][C:25](=O)[CH3:26])[CH:20]=[CH:21][CH:22]=1, predict the reaction product. (4) The product is: [CH2:1]([C:3]1[C:4]([NH:11][C@H:12]2[C@@H:16]([O:17][CH2:31][CH3:32])[CH2:15][N:14]([C:18]([O:20][CH2:21][C:22]3[CH:27]=[CH:26][CH:25]=[CH:24][CH:23]=3)=[O:19])[CH2:13]2)=[N:5][C:6]([CH2:9][CH3:10])=[CH:7][N:8]=1)[CH3:2]. Given the reactants [CH2:1]([C:3]1[C:4]([NH:11][C@H:12]2[C@@H:16]([OH:17])[CH2:15][N:14]([C:18]([O:20][CH2:21][C:22]3[CH:27]=[CH:26][CH:25]=[CH:24][CH:23]=3)=[O:19])[CH2:13]2)=[N:5][C:6]([CH2:9][CH3:10])=[CH:7][N:8]=1)[CH3:2].[H-].[Na+].I[CH2:31][CH3:32], predict the reaction product. (5) The product is: [Cl:8][C:7]1[C:2]([C:19]2[C:18]([Cl:17])=[CH:23][N:22]=[C:21]([F:24])[CH:20]=2)=[CH:3][C:4]([NH:9][CH2:10][CH:11]2[CH2:16][CH2:15][O:14][CH2:13][CH2:12]2)=[CH:5][N:6]=1. Given the reactants Br[C:2]1[CH:3]=[C:4]([NH:9][CH2:10][CH:11]2[CH2:16][CH2:15][O:14][CH2:13][CH2:12]2)[CH:5]=[N:6][C:7]=1[Cl:8].[Cl:17][C:18]1[C:19](B(O)O)=[CH:20][C:21]([F:24])=[N:22][CH:23]=1.C([O-])([O-])=O.[Na+].[Na+].C(Cl)Cl, predict the reaction product. (6) Given the reactants [C:1]([N:4]1[C:13]2[C:8](=[CH:9][C:10]([C:14]3[CH:24]=[CH:23][C:17]([C:18]([O:20][CH2:21][CH3:22])=[O:19])=[CH:16][CH:15]=3)=[CH:11][CH:12]=2)[C@H:7]([NH:25]C(OC(C)C)=O)[CH2:6][C@@H:5]1[CH3:32])(=[O:3])[CH3:2].[Cl-].[Al+3].[Cl-].[Cl-].CO.C(N(CC)CC)C, predict the reaction product. The product is: [C:1]([N:4]1[C:13]2[C:8](=[CH:9][C:10]([C:14]3[CH:24]=[CH:23][C:17]([C:18]([O:20][CH2:21][CH3:22])=[O:19])=[CH:16][CH:15]=3)=[CH:11][CH:12]=2)[C@H:7]([NH2:25])[CH2:6][C@@H:5]1[CH3:32])(=[O:3])[CH3:2].